This data is from NCI-60 drug combinations with 297,098 pairs across 59 cell lines. The task is: Regression. Given two drug SMILES strings and cell line genomic features, predict the synergy score measuring deviation from expected non-interaction effect. (1) Drug 1: C1CCN(CC1)CCOC2=CC=C(C=C2)C(=O)C3=C(SC4=C3C=CC(=C4)O)C5=CC=C(C=C5)O. Drug 2: C(CC(=O)O)C(=O)CN.Cl. Cell line: LOX IMVI. Synergy scores: CSS=4.78, Synergy_ZIP=-1.71, Synergy_Bliss=-2.04, Synergy_Loewe=2.56, Synergy_HSA=-0.235. (2) Drug 1: COC1=CC(=CC(=C1O)OC)C2C3C(COC3=O)C(C4=CC5=C(C=C24)OCO5)OC6C(C(C7C(O6)COC(O7)C8=CC=CS8)O)O. Drug 2: CC1C(C(CC(O1)OC2CC(CC3=C2C(=C4C(=C3O)C(=O)C5=C(C4=O)C(=CC=C5)OC)O)(C(=O)C)O)N)O.Cl. Cell line: OVCAR3. Synergy scores: CSS=40.8, Synergy_ZIP=9.42, Synergy_Bliss=10.0, Synergy_Loewe=11.1, Synergy_HSA=11.9. (3) Drug 1: CN(CC1=CN=C2C(=N1)C(=NC(=N2)N)N)C3=CC=C(C=C3)C(=O)NC(CCC(=O)O)C(=O)O. Drug 2: C1CN1P(=S)(N2CC2)N3CC3. Cell line: MDA-MB-231. Synergy scores: CSS=11.1, Synergy_ZIP=-4.15, Synergy_Bliss=-1.70, Synergy_Loewe=-12.4, Synergy_HSA=-12.1.